Dataset: Forward reaction prediction with 1.9M reactions from USPTO patents (1976-2016). Task: Predict the product of the given reaction. (1) The product is: [CH3:14][C:13]1[N:7]([C:2]2[CH:3]=[CH:4][CH:5]=[CH:6][N:1]=2)[NH:8][C:11](=[O:10])[CH:12]=1. Given the reactants [N:1]1[CH:6]=[CH:5][CH:4]=[CH:3][C:2]=1[NH:7][NH2:8].C[O:10][C:11](=O)[C:12]#[C:13][CH3:14].CC(C)([O-])C, predict the reaction product. (2) Given the reactants [F:1][C:2]1[CH:3]=[C:4]([C:19]([N:21]2[CH2:26][CH2:25][N:24]([CH2:27][CH3:28])[CH2:23][CH2:22]2)=[O:20])[CH:5]=[C:6]([F:18])[C:7]=1[NH:8]CC1C=CC(OC)=CC=1.C(O)(=O)C, predict the reaction product. The product is: [NH2:8][C:7]1[C:6]([F:18])=[CH:5][C:4]([C:19]([N:21]2[CH2:22][CH2:23][N:24]([CH2:27][CH3:28])[CH2:25][CH2:26]2)=[O:20])=[CH:3][C:2]=1[F:1]. (3) Given the reactants [CH3:1][C:2]([C:4]1[CH:5]=[C:6]([OH:11])[CH:7]=[C:8]([OH:10])[CH:9]=1)=[O:3].N1C=CC=[CH:14][CH:13]=1.[S:18](O[S:18]([C:21]([F:24])([F:23])[F:22])(=[O:20])=[O:19])([C:21]([F:24])([F:23])[F:22])(=[O:20])=[O:19], predict the reaction product. The product is: [C:2]([C:4]1[CH:9]=[C:8]([O:10][S:18]([C:21]([F:24])([F:23])[F:22])(=[O:20])=[O:19])[CH:7]=[C:6]([O:11][S:18]([C:21]([F:24])([F:23])[F:22])(=[O:20])=[O:19])[CH:5]=1)(=[O:3])[CH3:1].[CH2:13]([O:10][CH2:8][CH3:9])[CH3:14]. (4) Given the reactants [F:1][C:2]1[CH:10]=[C:9]2[C:5]([C:6]([CH3:20])([CH3:19])[C:7](=[O:18])[N:8]2C(OC(C)(C)C)=O)=[CH:4][CH:3]=1.Cl.C(OCC)(=O)C, predict the reaction product. The product is: [F:1][C:2]1[CH:10]=[C:9]2[C:5]([C:6]([CH3:20])([CH3:19])[C:7](=[O:18])[NH:8]2)=[CH:4][CH:3]=1. (5) Given the reactants [Cl:1][C:2]1[CH:23]=[CH:22][CH:21]=[C:20]([Cl:24])[C:3]=1[C:4]([NH:6][C@H:7]([C:16]([O:18][CH3:19])=[O:17])[CH2:8][C:9]1[CH:14]=[CH:13][C:12]([OH:15])=[CH:11][CH:10]=1)=[O:5].O[CH2:26][CH:27]([C:29]1[N:38]=[C:37]2[C:32]([CH2:33][CH2:34][CH2:35][N:36]2[C:39]([O:41][C:42]([CH3:45])([CH3:44])[CH3:43])=[O:40])=[CH:31][CH:30]=1)[CH3:28].C1(P(C2C=CC=CC=2)C2C=CC=CC=2)C=CC=CC=1.C1CCN(C(N=NC(N2CCCCC2)=O)=O)CC1, predict the reaction product. The product is: [Cl:1][C:2]1[CH:23]=[CH:22][CH:21]=[C:20]([Cl:24])[C:3]=1[C:4]([NH:6][C@H:7]([C:16]([O:18][CH3:19])=[O:17])[CH2:8][C:9]1[CH:10]=[CH:11][C:12]([O:15][CH2:28][CH:27]([C:29]2[N:38]=[C:37]3[C:32]([CH2:33][CH2:34][CH2:35][N:36]3[C:39]([O:41][C:42]([CH3:44])([CH3:43])[CH3:45])=[O:40])=[CH:31][CH:30]=2)[CH3:26])=[CH:13][CH:14]=1)=[O:5].